This data is from Reaction yield outcomes from USPTO patents with 853,638 reactions. The task is: Predict the reaction yield, written as a fraction of the theoretical maximum amount of product (1.0 means a 100% yield; for example, 0.34 means a 34% yield). The reactants are [Br:1][C:2]1[CH:7]=[CH:6][C:5]([O:8][CH2:9][C:10]([CH3:15])([N+:12]([O-])=O)[CH3:11])=[CH:4][CH:3]=1.[Cl-].[NH4+]. The catalyst is CO.O.[Zn]. The product is [Br:1][C:2]1[CH:7]=[CH:6][C:5]([O:8][CH2:9][C:10]([NH2:12])([CH3:15])[CH3:11])=[CH:4][CH:3]=1. The yield is 0.710.